Dataset: Forward reaction prediction with 1.9M reactions from USPTO patents (1976-2016). Task: Predict the product of the given reaction. (1) Given the reactants [OH:1][C:2]1[CH:15]=[CH:14][C:5]2[C@H:6]([CH2:9][C:10]([O:12][CH3:13])=[O:11])[CH2:7][O:8][C:4]=2[CH:3]=1.[CH2:16]([C:18]1[CH:23]=[C:22]([O:24][CH2:25][CH2:26][CH2:27][S:28]([CH3:31])(=[O:30])=[O:29])[CH:21]=[C:20]([CH2:32][CH3:33])[C:19]=1[C:34]1[CH:39]=[CH:38][CH:37]=[C:36]([CH2:40]O)[CH:35]=1)[CH3:17].C(P(CCCC)CCCC)CCC.N(C(N1CCCCC1)=O)=NC(N1CCCCC1)=O, predict the reaction product. The product is: [CH3:13][O:12][C:10](=[O:11])[CH2:9][C@H:6]1[C:5]2[CH:14]=[CH:15][C:2]([O:1][CH2:40][C:36]3[CH:35]=[C:34]([C:19]4[C:18]([CH2:16][CH3:17])=[CH:23][C:22]([O:24][CH2:25][CH2:26][CH2:27][S:28]([CH3:31])(=[O:29])=[O:30])=[CH:21][C:20]=4[CH2:32][CH3:33])[CH:39]=[CH:38][CH:37]=3)=[CH:3][C:4]=2[O:8][CH2:7]1. (2) Given the reactants Br[C:2]1[CH:3]=[CH:4][C:5]([O:8][CH3:9])=[N:6][CH:7]=1.[NH2:10][C:11]1[CH:12]=[CH:13][C:14]([O:17][CH3:18])=[N:15][CH:16]=1, predict the reaction product. The product is: [CH3:9][O:8][C:5]1[N:6]=[CH:7][C:2]([NH:10][C:11]2[CH:16]=[N:15][C:14]([O:17][CH3:18])=[CH:13][CH:12]=2)=[CH:3][CH:4]=1.